Task: Predict the reactants needed to synthesize the given product.. Dataset: Full USPTO retrosynthesis dataset with 1.9M reactions from patents (1976-2016) (1) Given the product [Br:1][C:2]1[CH:7]=[CH:6][C:5]([S:12]([Cl:11])(=[O:14])=[O:13])=[C:4]([CH2:8][CH2:9][CH3:10])[CH:3]=1, predict the reactants needed to synthesize it. The reactants are: [Br:1][C:2]1[CH:7]=[CH:6][CH:5]=[C:4]([CH2:8][CH2:9][CH3:10])[CH:3]=1.[Cl:11][S:12](O)(=[O:14])=[O:13]. (2) Given the product [CH2:50]([O:49][C:47](=[O:48])[CH2:46][O:45][CH2:44][CH2:43][O:42][CH:30]([N:27]=[N+:28]=[N-:29])[CH2:31][O:32][C:33]1[CH:41]=[CH:40][CH:39]=[C:35]([C:36](=[O:37])[NH:8][CH2:9][CH2:10][NH:11][C:12](=[O:17])[C:13]([F:16])([F:15])[F:14])[CH:34]=1)[CH3:51], predict the reactants needed to synthesize it. The reactants are: FC(F)(F)C(O)=O.[NH2:8][CH2:9][CH2:10][NH:11][C:12](=[O:17])[C:13]([F:16])([F:15])[F:14].CCN(C(C)C)C(C)C.[N:27]([CH:30]([O:42][CH2:43][CH2:44][O:45][CH2:46][C:47]([O:49][CH2:50][CH3:51])=[O:48])[CH2:31][O:32][C:33]1[CH:34]=[C:35]([CH:39]=[CH:40][CH:41]=1)[C:36](O)=[O:37])=[N+:28]=[N-:29].C1CN([P+](ON2N=NC3C=CC=CC2=3)(N2CCCC2)N2CCCC2)CC1.F[P-](F)(F)(F)(F)F. (3) The reactants are: Cl.[Cl:2][C:3]1[CH:16]=[CH:15][C:14]2[S:13][C:12]3[C:7](=[CH:8][CH:9]=[CH:10][CH:11]=3)[N:6]([CH2:17][CH2:18][CH2:19][NH2:20])[C:5]=2[CH:4]=1.C(N(CC)CC)C.[CH3:28][O:29][C:30]1[CH:35]=[CH:34][C:33]([S:36](Cl)(=[O:38])=[O:37])=[CH:32][CH:31]=1.[Na+].[Cl-]. Given the product [Cl:2][C:3]1[CH:16]=[CH:15][C:14]2[S:13][C:12]3[C:7](=[CH:8][CH:9]=[CH:10][CH:11]=3)[N:6]([CH2:17][CH2:18][CH2:19][NH:20][S:36]([C:33]3[CH:32]=[CH:31][C:30]([O:29][CH3:28])=[CH:35][CH:34]=3)(=[O:38])=[O:37])[C:5]=2[CH:4]=1, predict the reactants needed to synthesize it. (4) The reactants are: Br[C:2]1[N:7]=[C:6]([N:8]2[CH2:14][CH2:13][CH2:12][N:11]([C:15]([O:17][C:18]([CH3:21])([CH3:20])[CH3:19])=[O:16])[CH2:10][CH2:9]2)[CH:5]=[N:4][CH:3]=1.[Cl:22][C:23]1[N:28]=[CH:27][C:26]2[CH:29]=[N:30][NH:31][C:25]=2[CH:24]=1.CNCCNC.C([O-])([O-])=O.[K+].[K+]. Given the product [Cl:22][C:23]1[N:28]=[CH:27][C:26]2[CH:29]=[N:30][N:31]([C:2]3[N:7]=[C:6]([N:8]4[CH2:14][CH2:13][CH2:12][N:11]([C:15]([O:17][C:18]([CH3:21])([CH3:20])[CH3:19])=[O:16])[CH2:10][CH2:9]4)[CH:5]=[N:4][CH:3]=3)[C:25]=2[CH:24]=1, predict the reactants needed to synthesize it. (5) Given the product [F:40][C:39]([F:42])([F:41])[C:38]1[C:33]([C:2]2[CH:7]=[N:6][NH:5][C:4](=[O:8])[CH:3]=2)=[N:34][CH:35]=[CH:36][CH:37]=1, predict the reactants needed to synthesize it. The reactants are: Cl[C:2]1[CH:7]=[N:6][NH:5][C:4](=[O:8])[CH:3]=1.B1(B2OC(C)(C)C(C)(C)O2)OC(C)(C)C(C)(C)O1.C([O-])(=O)C.[K+].Cl[C:33]1[C:38]([C:39]([F:42])([F:41])[F:40])=[CH:37][CH:36]=[CH:35][N:34]=1.C(=O)([O-])[O-].[Na+].[Na+].